From a dataset of NCI-60 drug combinations with 297,098 pairs across 59 cell lines. Regression. Given two drug SMILES strings and cell line genomic features, predict the synergy score measuring deviation from expected non-interaction effect. (1) Drug 1: C(CC(=O)O)C(=O)CN.Cl. Drug 2: C1C(C(OC1N2C=NC3=C2NC=NCC3O)CO)O. Cell line: HT29. Synergy scores: CSS=2.89, Synergy_ZIP=-0.0509, Synergy_Bliss=2.45, Synergy_Loewe=-6.54, Synergy_HSA=-5.52. (2) Drug 1: CCCCC(=O)OCC(=O)C1(CC(C2=C(C1)C(=C3C(=C2O)C(=O)C4=C(C3=O)C=CC=C4OC)O)OC5CC(C(C(O5)C)O)NC(=O)C(F)(F)F)O. Drug 2: C1=NNC2=C1C(=O)NC=N2. Cell line: RXF 393. Synergy scores: CSS=53.5, Synergy_ZIP=5.39, Synergy_Bliss=4.02, Synergy_Loewe=-4.46, Synergy_HSA=3.00. (3) Drug 1: CN(CC1=CN=C2C(=N1)C(=NC(=N2)N)N)C3=CC=C(C=C3)C(=O)NC(CCC(=O)O)C(=O)O. Drug 2: CC1=C(C=C(C=C1)NC(=O)C2=CC=C(C=C2)CN3CCN(CC3)C)NC4=NC=CC(=N4)C5=CN=CC=C5. Cell line: SW-620. Synergy scores: CSS=32.8, Synergy_ZIP=2.05, Synergy_Bliss=-0.670, Synergy_Loewe=-35.9, Synergy_HSA=-3.06. (4) Drug 1: CCC(=C(C1=CC=CC=C1)C2=CC=C(C=C2)OCCN(C)C)C3=CC=CC=C3.C(C(=O)O)C(CC(=O)O)(C(=O)O)O. Drug 2: C1=NNC2=C1C(=O)NC=N2. Cell line: SNB-19. Synergy scores: CSS=-1.14, Synergy_ZIP=-1.60, Synergy_Bliss=-2.44, Synergy_Loewe=-1.50, Synergy_HSA=-1.37. (5) Drug 1: C1=NC2=C(N1)C(=S)N=C(N2)N. Drug 2: C1=NC(=NC(=O)N1C2C(C(C(O2)CO)O)O)N. Cell line: CAKI-1. Synergy scores: CSS=55.0, Synergy_ZIP=-8.05, Synergy_Bliss=-7.44, Synergy_Loewe=-5.90, Synergy_HSA=-1.86. (6) Drug 1: C1=CC=C(C=C1)NC(=O)CCCCCCC(=O)NO. Drug 2: C1=CN(C(=O)N=C1N)C2C(C(C(O2)CO)O)(F)F. Cell line: OVCAR3. Synergy scores: CSS=68.1, Synergy_ZIP=0.0278, Synergy_Bliss=-0.371, Synergy_Loewe=-1.33, Synergy_HSA=3.22.